Dataset: Reaction yield outcomes from USPTO patents with 853,638 reactions. Task: Predict the reaction yield, written as a fraction of the theoretical maximum amount of product (1.0 means a 100% yield; for example, 0.34 means a 34% yield). (1) The reactants are [NH2:1][C:2]1[CH:3]=[CH:4][C:5]2[S:10][CH2:9][C:8](=[O:11])[N:7]([CH3:12])[C:6]=2[CH:13]=1.[Cl:14][C:15]1[N:20]=[C:19](Cl)[C:18]([CH3:22])=[CH:17][N:16]=1. The catalyst is CO. The product is [Cl:14][C:15]1[N:20]=[C:19]([NH:1][C:2]2[CH:3]=[CH:4][C:5]3[S:10][CH2:9][C:8](=[O:11])[N:7]([CH3:12])[C:6]=3[CH:13]=2)[C:18]([CH3:22])=[CH:17][N:16]=1. The yield is 0.130. (2) The reactants are [CH2:1]([N:3](CC)[CH2:4]C)C.CNC.O1CCCC1.[Br:16][C:17]1[CH:18]=[C:19]([S:23](Cl)(=[O:25])=[O:24])[CH:20]=[N:21][CH:22]=1. The catalyst is ClCCl. The product is [Br:16][C:17]1[CH:18]=[C:19]([S:23]([N:3]([CH3:4])[CH3:1])(=[O:25])=[O:24])[CH:20]=[N:21][CH:22]=1. The yield is 0.600. (3) The reactants are [CH3:1][S:2]([N:5]1[CH2:10][CH2:9][N:8]([C@@H:11]2[CH2:15][NH:14][C@H:13]([C:16]([NH:18][C:19]3[CH:31]=[CH:30][C:22]([C:23]([O:25][C:26]([CH3:29])([CH3:28])[CH3:27])=[O:24])=[CH:21][CH:20]=3)=[O:17])[CH2:12]2)[CH2:7][CH2:6]1)(=[O:4])=[O:3].F[P-](F)(F)(F)(F)F.N1(OC(N(C)C)=[N+](C)C)C2N=CC=CC=2N=N1.[CH3:56][C:57]([O:60][C:61]([NH:63][C:64]([N:73]1[CH2:78][CH2:77][CH:76]([C:79](O)=[O:80])[CH2:75][CH2:74]1)=[N:65][C:66]([O:68][C:69]([CH3:72])([CH3:71])[CH3:70])=[O:67])=[O:62])([CH3:59])[CH3:58].C(N(CC)C(C)C)(C)C. The catalyst is CN(C)C=O. The product is [CH3:72][C:69]([O:68][C:66]([NH:65][C:64]([N:73]1[CH2:78][CH2:77][CH:76]([C:79]([N:14]2[CH2:15][C@@H:11]([N:8]3[CH2:9][CH2:10][N:5]([S:2]([CH3:1])(=[O:4])=[O:3])[CH2:6][CH2:7]3)[CH2:12][C@H:13]2[C:16]([NH:18][C:19]2[CH:31]=[CH:30][C:22]([C:23]([O:25][C:26]([CH3:28])([CH3:27])[CH3:29])=[O:24])=[CH:21][CH:20]=2)=[O:17])=[O:80])[CH2:75][CH2:74]1)=[N:63][C:61]([O:60][C:57]([CH3:56])([CH3:58])[CH3:59])=[O:62])=[O:67])([CH3:70])[CH3:71]. The yield is 0.610. (4) The reactants are [CH3:1][O:2][C:3]1[CH:8]=[CH:7][CH:6]=[CH:5][C:4]=1[N:9]1[CH2:14][CH2:13][N:12]([CH2:15][CH2:16][CH:17]([C:24]([CH:26]2[CH2:31][CH2:30][CH2:29][CH2:28][CH2:27]2)=[O:25])[C:18]2[CH:23]=[CH:22][CH:21]=[CH:20][CH:19]=2)[CH2:11][CH2:10]1.CC(C[Al]CC(C)C)C. The catalyst is C(Cl)Cl. The product is [CH3:1][O:2][C:3]1[CH:8]=[CH:7][CH:6]=[CH:5][C:4]=1[N:9]1[CH2:10][CH2:11][N:12]([CH2:15][CH2:16][CH:17]([C:18]2[CH:23]=[CH:22][CH:21]=[CH:20][CH:19]=2)[CH:24]([CH:26]2[CH2:31][CH2:30][CH2:29][CH2:28][CH2:27]2)[OH:25])[CH2:13][CH2:14]1. The yield is 0.780. (5) The catalyst is O1CCOCC1. The reactants are [CH3:1][O:2][C:3]([C:5]1[C:6]([S:21]([CH3:24])(=[O:23])=[O:22])=[CH:7][C:8]2[N:12]3[CH2:13][CH2:14][NH:15][C@H:16]([CH:17]([CH3:19])[CH3:18])[C:11]3=[N:10][C:9]=2[CH:20]=1)=[O:4].Cl[C:26]1[N:31]=[C:30]([C:32]([F:35])([F:34])[F:33])[C:29]([C:36]([OH:39])([CH3:38])[CH3:37])=[CH:28][N:27]=1.CCN(C(C)C)C(C)C. The product is [CH3:1][O:2][C:3]([C:5]1[C:6]([S:21]([CH3:24])(=[O:22])=[O:23])=[CH:7][C:8]2[N:12]3[CH2:13][CH2:14][N:15]([C:26]4[N:31]=[C:30]([C:32]([F:33])([F:34])[F:35])[C:29]([C:36]([OH:39])([CH3:37])[CH3:38])=[CH:28][N:27]=4)[C@H:16]([CH:17]([CH3:19])[CH3:18])[C:11]3=[N:10][C:9]=2[CH:20]=1)=[O:4]. The yield is 0.620. (6) The reactants are [CH3:1][O:2][C:3]1[N:8]=[N:7][C:6]([N:9]2[C:13]([C:14]3[CH:19]=[CH:18][CH:17]=[CH:16][N:15]=3)=[CH:12][C:11]([C:20]([O:22]C)=[O:21])=[N:10]2)=[CH:5][CH:4]=1.[OH-].[Na+].Cl.C(Cl)(Cl)Cl. The catalyst is C(O)C.O1CCCC1.CO. The product is [CH3:1][O:2][C:3]1[N:8]=[N:7][C:6]([N:9]2[C:13]([C:14]3[CH:19]=[CH:18][CH:17]=[CH:16][N:15]=3)=[CH:12][C:11]([C:20]([OH:22])=[O:21])=[N:10]2)=[CH:5][CH:4]=1. The yield is 0.660. (7) The reactants are C([N:8]1[CH2:14][CH2:13][CH2:12][CH2:11][CH:10]([CH2:15][OH:16])[CH2:9]1)C1C=CC=CC=1. The catalyst is CO.[Pd]. The product is [NH:8]1[CH2:14][CH2:13][CH2:12][CH2:11][CH:10]([CH2:15][OH:16])[CH2:9]1. The yield is 0.600.